Dataset: Forward reaction prediction with 1.9M reactions from USPTO patents (1976-2016). Task: Predict the product of the given reaction. Given the reactants [N:1]1([C:7]([O:9][C:10]([CH3:13])([CH3:12])[CH3:11])=[O:8])[CH2:6][CH2:5][NH:4][CH2:3][CH2:2]1.Br[C:15]1[C:23]2[O:22][CH2:21][O:20][C:19]=2[CH:18]=[CH:17][CH:16]=1.C(=O)([O-])[O-].[Cs+].[Cs+].O, predict the reaction product. The product is: [O:20]1[C:19]2[CH:18]=[CH:17][CH:16]=[C:15]([N:4]3[CH2:5][CH2:6][N:1]([C:7]([O:9][C:10]([CH3:13])([CH3:12])[CH3:11])=[O:8])[CH2:2][CH2:3]3)[C:23]=2[O:22][CH2:21]1.